Task: Predict which catalyst facilitates the given reaction.. Dataset: Catalyst prediction with 721,799 reactions and 888 catalyst types from USPTO Reactant: [C:1]1([CH:7]2[O:12][CH2:11][CH:10]([OH:13])[CH2:9][O:8]2)[CH:6]=[CH:5][CH:4]=[CH:3][CH:2]=1.C(N(CC)CC)C.[S:21](Cl)([C:24]1[CH:30]=[CH:29][C:27]([CH3:28])=[CH:26][CH:25]=1)(=[O:23])=[O:22]. Product: [CH3:28][C:27]1[CH:29]=[CH:30][C:24]([S:21]([O:13][CH:10]2[CH2:11][O:12][CH:7]([C:1]3[CH:2]=[CH:3][CH:4]=[CH:5][CH:6]=3)[O:8][CH2:9]2)(=[O:23])=[O:22])=[CH:25][CH:26]=1. The catalyst class is: 166.